Predict the reactants needed to synthesize the given product. From a dataset of Full USPTO retrosynthesis dataset with 1.9M reactions from patents (1976-2016). Given the product [NH2:34][C@H:31]1[CH2:32][CH2:33][C@H:28]([NH:27][C:14]2[C:13]3[C:18](=[CH:19][C:20]([F:21])=[C:11]([C:4]4[CH:5]=[C:6]([O:9][CH3:10])[C:7]([OH:8])=[C:2]([Cl:1])[CH:3]=4)[CH:12]=3)[N:17]=[CH:16][C:15]=2[C:22]([CH:24]2[CH2:25][CH2:26]2)=[O:23])[CH2:29][CH2:30]1, predict the reactants needed to synthesize it. The reactants are: [Cl:1][C:2]1[CH:3]=[C:4]([C:11]2[CH:12]=[C:13]3[C:18](=[CH:19][C:20]=2[F:21])[N:17]=[CH:16][C:15]([C:22]([CH:24]2[CH2:26][CH2:25]2)=[O:23])=[C:14]3[NH:27][C@H:28]2[CH2:33][CH2:32][C@H:31]([NH:34]C(=O)OC(C)(C)C)[CH2:30][CH2:29]2)[CH:5]=[C:6]([O:9][CH3:10])[C:7]=1[OH:8].C(O)(C(F)(F)F)=O.